The task is: Predict the reactants needed to synthesize the given product.. This data is from Full USPTO retrosynthesis dataset with 1.9M reactions from patents (1976-2016). (1) Given the product [CH2:26]([C:24]1[CH:23]=[CH:22][N:21]=[C:20]([C:11]2[N:10]([CH2:34][C:35]3[CH:40]=[CH:39][C:38]([C:41]([F:43])([F:42])[F:44])=[CH:37][CH:36]=3)[C:9]3[C:13](=[N:14][C:15]([C:17]([OH:19])=[O:18])=[N:16][C:8]=3[NH:7][C@@H:5]([CH:1]3[CH2:2][CH2:3][CH2:4]3)[CH3:6])[N:12]=2)[CH:25]=1)[C:27]1[CH:28]=[CH:29][CH:30]=[CH:31][CH:32]=1, predict the reactants needed to synthesize it. The reactants are: [CH:1]1([C@H:5]([NH:7][C:8]2[N:16]=[C:15]([C:17]([OH:19])=[O:18])[N:14]=[C:13]3[C:9]=2[N:10]([CH2:34][C:35]2[CH:40]=[CH:39][C:38]([C:41]([F:44])([F:43])[F:42])=[CH:37][CH:36]=2)[C:11]([C:20]2[CH:25]=[C:24]([CH:26](O)[C:27]4[CH:32]=[CH:31][CH:30]=[CH:29][CH:28]=4)[CH:23]=[CH:22][N:21]=2)=[N:12]3)[CH3:6])[CH2:4][CH2:3][CH2:2]1.C(O)(C(F)(F)F)=O. (2) Given the product [F:23][C:17]1[CH:18]=[CH:19][CH:20]=[C:21]([F:22])[C:16]=1[C:15]([NH:14][C:11]1[CH:12]=[CH:13][N:9]([CH2:8][C:5]2[CH:6]=[CH:7][C:2]([I:35])=[CH:3][C:4]=2[CH3:25])[N:10]=1)=[O:24], predict the reactants needed to synthesize it. The reactants are: N[C:2]1[CH:7]=[CH:6][C:5]([CH2:8][N:9]2[CH:13]=[CH:12][C:11]([NH:14][C:15](=[O:24])[C:16]3[C:21]([F:22])=[CH:20][CH:19]=[CH:18][C:17]=3[F:23])=[N:10]2)=[C:4]([CH3:25])[CH:3]=1.S(=O)(=O)(O)O.N([O-])=O.[Na+].[I-:35].[K+]. (3) Given the product [F:1][C:2]1[CH:7]=[CH:6][C:5]([C:8]2[N:9]=[C:10]3[N:14]([C:15]=2[C:16]2[CH:21]=[CH:20][N:19]=[C:18]([S:41]([CH3:25])(=[O:43])=[O:40])[N:17]=2)[CH:13]=[CH:12][S:11]3)=[CH:4][CH:3]=1, predict the reactants needed to synthesize it. The reactants are: [F:1][C:2]1[CH:7]=[CH:6][C:5]([C:8]2[N:9]=[C:10]3[N:14]([C:15]=2[C:16]2[CH:21]=[CH:20][N:19]=[C:18](SC)[N:17]=2)[CH:13]=[CH:12][S:11]3)=[CH:4][CH:3]=1.F[C:25]1C=CC(C2N=C3N(C=2)C=CS3)=CC=1.O[O:40][S:41]([O-:43])=O.[K+]. (4) Given the product [Si:12]([O:19][CH2:20][CH2:21][CH2:22][CH2:23][CH:24]=[O:25])([C:15]([CH3:18])([CH3:17])[CH3:16])([CH3:14])[CH3:13], predict the reactants needed to synthesize it. The reactants are: CS(C)=O.C(N(CC)CC)C.[Si:12]([O:19][CH2:20][CH2:21][CH2:22][CH2:23][CH2:24][OH:25])([C:15]([CH3:18])([CH3:17])[CH3:16])([CH3:14])[CH3:13].[Cl-].[NH4+].